Dataset: Catalyst prediction with 721,799 reactions and 888 catalyst types from USPTO. Task: Predict which catalyst facilitates the given reaction. (1) Reactant: [NH:1]1[CH2:6][CH2:5][CH:4]([CH2:7][OH:8])[CH2:3][CH2:2]1.C([O-])([O-])=O.[K+].[K+].Br[CH2:16][CH2:17][CH2:18][C:19]([O:21][CH2:22][C:23]([Cl:26])([Cl:25])[Cl:24])=[O:20]. Product: [Cl:24][C:23]([Cl:25])([Cl:26])[CH2:22][O:21][C:19](=[O:20])[CH2:18][CH2:17][CH2:16][N:1]1[CH2:6][CH2:5][CH:4]([CH2:7][OH:8])[CH2:3][CH2:2]1. The catalyst class is: 21. (2) Reactant: [H-].[Na+].[OH:3][C:4]1[CH:13]=[C:12]2[C:7]([CH2:8][CH2:9][CH:10]([C:14]([O:16][CH2:17][CH3:18])=[O:15])[O:11]2)=[CH:6][C:5]=1[O:19][CH3:20].[CH2:21](Br)[C:22]1[CH:27]=[CH:26][CH:25]=[CH:24][CH:23]=1. Product: [CH2:21]([O:3][C:4]1[CH:13]=[C:12]2[C:7]([CH2:8][CH2:9][CH:10]([C:14]([O:16][CH2:17][CH3:18])=[O:15])[O:11]2)=[CH:6][C:5]=1[O:19][CH3:20])[C:22]1[CH:27]=[CH:26][CH:25]=[CH:24][CH:23]=1. The catalyst class is: 9. (3) Reactant: [CH2:1]([C:3]1[CH:8]=[C:7]([C:9]([F:18])([C:14]([F:17])([F:16])[F:15])[C:10]([F:13])([F:12])[F:11])[CH:6]=[C:5]([CH3:19])[C:4]=1[NH:20][C:21](=[O:36])[C:22]1[CH:27]=[CH:26][C:25]([N:28]2[CH:32]=[N:31][CH:30]=[N:29]2)=[C:24]([N+:33]([O-])=O)[CH:23]=1)[CH3:2].O.O.[Sn](Cl)Cl.Cl.C(=O)([O-])[O-].[K+].[K+]. Product: [NH2:33][C:24]1[CH:23]=[C:22]([CH:27]=[CH:26][C:25]=1[N:28]1[CH:32]=[N:31][CH:30]=[N:29]1)[C:21]([NH:20][C:4]1[C:5]([CH3:19])=[CH:6][C:7]([C:9]([F:18])([C:14]([F:15])([F:16])[F:17])[C:10]([F:12])([F:13])[F:11])=[CH:8][C:3]=1[CH2:1][CH3:2])=[O:36]. The catalyst class is: 815. (4) Reactant: C(N(CC)CC)C.C(O[C:12](=[O:14])[CH3:13])(=O)C.[NH2:15][C:16]1[C:17]([NH:31][CH2:32][CH:33]2[CH2:38][CH2:37][N:36](C(OC(C)(C)C)=O)[CH2:35][CH2:34]2)=[CH:18][C:19]([NH:22][C:23]2[CH:28]=[N:27][C:26]([C:29]#[N:30])=[CH:25][N:24]=2)=[N:20][CH:21]=1.CC1C=CC(S(O)(=O)=O)=CC=1. Product: [C:29]([C:26]1[N:27]=[CH:28][C:23]([NH:22][C:19]2[N:20]=[CH:21][C:16]([NH:15][C:12](=[O:14])[CH3:13])=[C:17]([NH:31][CH2:32][CH:33]3[CH2:38][CH2:37][NH:36][CH2:35][CH2:34]3)[CH:18]=2)=[N:24][CH:25]=1)#[N:30]. The catalyst class is: 3.